This data is from Catalyst prediction with 721,799 reactions and 888 catalyst types from USPTO. The task is: Predict which catalyst facilitates the given reaction. (1) Reactant: [CH3:1][O:2][C:3](=[O:13])[C:4]1[CH:9]=[CH:8][C:7]([NH2:10])=[CH:6][C:5]=1[O:11][CH3:12].C(N(CC)CC)C.[C:21](Cl)(=[O:25])[CH:22]([CH3:24])[CH3:23]. Product: [CH3:1][O:2][C:3](=[O:13])[C:4]1[CH:9]=[CH:8][C:7]([NH:10][C:21](=[O:25])[CH:22]([CH3:24])[CH3:23])=[CH:6][C:5]=1[O:11][CH3:12]. The catalyst class is: 4. (2) Reactant: [CH3:1][C:2]1[CH:3]=[CH:4][C:5]2[CH2:11][O:10][CH2:9][CH2:8][NH:7][C:6]=2[N+:12]=1[O-].C1(P(C2C=CC=CC=2)C2C=CC=CC=2)C=CC=CC=1. Product: [CH3:1][C:2]1[CH:3]=[CH:4][C:5]2[CH2:11][O:10][CH2:9][CH2:8][NH:7][C:6]=2[N:12]=1. The catalyst class is: 15. (3) Reactant: [H-].[Na+].[NH2:3][C:4]1[CH:9]=[CH:8][C:7]([CH2:10][CH2:11][NH:12][C:13]2[N:18]3[C:19]([C:23](OCC)=[O:24])=[C:20]([CH3:22])[N:21]=[C:17]3[CH:16]=[CH:15][CH:14]=2)=[CH:6][CH:5]=1.O. Product: [NH2:3][C:4]1[CH:5]=[CH:6][C:7]([CH2:10][CH2:11][N:12]2[C:13]3[N:18]4[C:17](=[N:21][C:20]([CH3:22])=[C:19]4[C:23]2=[O:24])[CH:16]=[CH:15][CH:14]=3)=[CH:8][CH:9]=1. The catalyst class is: 3. (4) Reactant: C1(C2[C@H]3CC[C@@H](C=2)C(C2C=CC=CC=2)=C3)C=CC=CC=1.[CH3:21][O:22][C:23]1[CH:24]=[C:25](B(O)O)[CH:26]=[CH:27][CH:28]=1.[CH3:32][CH2:33]/[CH:34]=[C:35](/[CH:37]=[O:38])\[CH3:36].CN1CCOCC1. Product: [CH3:21][O:22][C:23]1[CH:24]=[C:25]([C@H:34]([CH2:33][CH3:32])[C@@H:35]([CH3:36])[CH:37]=[O:38])[CH:26]=[CH:27][CH:28]=1. The catalyst class is: 111. (5) Reactant: [Cl:1][C:2]1[CH:3]=[CH:4][C:5]([CH3:18])=[C:6]([C:8]2[CH:12]=[CH:11][NH:10][C:9]=2[C:13]([O:15][CH2:16][CH3:17])=[O:14])[CH:7]=1.CN(C=O)C.[C:24]1([S:30](Cl)(=[O:32])=[O:31])[CH:29]=[CH:28][CH:27]=[CH:26][CH:25]=1.O. Product: [Cl:1][C:2]1[CH:3]=[CH:4][C:5]([CH3:18])=[C:6]([C:8]2[CH:12]=[CH:11][N:10]([S:30]([C:24]3[CH:29]=[CH:28][CH:27]=[CH:26][CH:25]=3)(=[O:32])=[O:31])[C:9]=2[C:13]([O:15][CH2:16][CH3:17])=[O:14])[CH:7]=1. The catalyst class is: 25.